The task is: Predict the reactants needed to synthesize the given product.. This data is from Full USPTO retrosynthesis dataset with 1.9M reactions from patents (1976-2016). (1) Given the product [ClH:25].[Br:1][C:2]1[CH:3]([CH2:16][NH2:17])[O:4][B:5]2[C:14]3[C:13]=1[CH:12]=[CH:11][O:10][CH2:9][C:8]=3[CH:7]([CH3:15])[O:6]2, predict the reactants needed to synthesize it. The reactants are: [Br:1][C:2]1[CH:3]([CH2:16][NH:17]C(=O)OC(C)(C)C)[O:4][B:5]2[C:14]3[C:13]=1[CH:12]=[CH:11][O:10][CH2:9][C:8]=3[CH:7]([CH3:15])[O:6]2.[ClH:25]. (2) Given the product [CH3:1][O:2][C:3]1[CH:4]=[CH:5][C:6]([C:9]2[C:17]3[C:16]([NH:18][CH2:19][CH:20]([CH3:21])[O:22][CH2:36][CH2:35][C:34]([OH:37])=[O:33])=[N:15][CH:14]=[N:13][C:12]=3[O:11][C:10]=2[C:23]2[CH:28]=[CH:27][CH:26]=[CH:25][CH:24]=2)=[CH:7][CH:8]=1, predict the reactants needed to synthesize it. The reactants are: [CH3:1][O:2][C:3]1[CH:8]=[CH:7][C:6]([C:9]2[C:17]3[C:16]([NH:18][CH2:19][CH:20]([OH:22])[CH3:21])=[N:15][CH:14]=[N:13][C:12]=3[O:11][C:10]=2[C:23]2[CH:28]=[CH:27][CH:26]=[CH:25][CH:24]=2)=[CH:5][CH:4]=1.C([O:33][C:34](=[O:37])[CH:35]=[CH2:36])(C)(C)C.[OH-].[Na+].C(O)(=O)CC(CC(O)=O)(C(O)=O)O.FC(F)(F)C(O)=O. (3) Given the product [F:1][C:2]1[CH:3]=[C:4]([CH2:8][CH2:9][C@H:10]2[CH2:14][CH2:13][CH2:12][N:11]2[C:15](=[O:17])[CH3:16])[CH:5]=[CH:6][CH:7]=1, predict the reactants needed to synthesize it. The reactants are: [F:1][C:2]1[CH:3]=[C:4]([CH2:8][CH2:9][C@H:10]2[CH2:14][CH2:13][CH2:12][NH:11]2)[CH:5]=[CH:6][CH:7]=1.[C:15](Cl)(=[O:17])[CH3:16]. (4) Given the product [CH2:1]([O:3][C:4](=[O:27])[CH:5]([O:24][CH2:25][CH3:26])[CH2:6][C:7]1[C:15]2[O:14][CH2:13][CH2:12][C:11]=2[C:10]([OH:16])=[CH:9][CH:8]=1)[CH3:2], predict the reactants needed to synthesize it. The reactants are: [CH2:1]([O:3][C:4](=[O:27])/[C:5](/[O:24][CH2:25][CH3:26])=[CH:6]/[C:7]1[C:15]2[O:14][CH:13]=[CH:12][C:11]=2[C:10]([O:16]CC2C=CC=CC=2)=[CH:9][CH:8]=1)[CH3:2].